Dataset: Full USPTO retrosynthesis dataset with 1.9M reactions from patents (1976-2016). Task: Predict the reactants needed to synthesize the given product. (1) Given the product [Cl:3][C:18]1[C:17]2=[C:16]([CH3:27])[N:15]([C:12]3[CH:13]=[CH:14][C:9]([O:8][CH2:6][CH3:7])=[CH:10][CH:11]=3)[C:23]([CH3:24])=[C:22]2[C:21]([CH3:25])=[N:20][N:19]=1, predict the reactants needed to synthesize it. The reactants are: O=P(Cl)(Cl)[Cl:3].[CH2:6]([O:8][C:9]1[CH:14]=[CH:13][C:12]([N:15]2[C:23]([CH3:24])=[C:22]3[C:17]([C:18](=O)[NH:19][N:20]=[C:21]3[CH3:25])=[C:16]2[CH3:27])=[CH:11][CH:10]=1)[CH3:7]. (2) Given the product [CH3:7][N:4]1[CH2:5][CH2:6][C@@:2]([NH:1][C:17](=[O:18])[O:16][C:13]([CH3:15])([CH3:14])[CH3:12])([CH2:9][C:10]#[CH:11])[C:3]1=[O:8], predict the reactants needed to synthesize it. The reactants are: [NH2:1][C@@:2]1([CH2:9][C:10]#[CH:11])[CH2:6][CH2:5][N:4]([CH3:7])[C:3]1=[O:8].[CH3:12][C:13]([O:16][C:17](O[C:17]([O:16][C:13]([CH3:15])([CH3:14])[CH3:12])=[O:18])=[O:18])([CH3:15])[CH3:14]. (3) Given the product [CH3:13][CH:14]1[CH2:23][C:22]2[N:21]=[N:20][C:19]([C:24]3[CH:29]=[CH:28][CH:27]=[C:26]([C:30]([F:33])([F:32])[F:31])[CH:25]=3)=[CH:18][C:17]=2[C:16](=[O:34])[CH2:15]1, predict the reactants needed to synthesize it. The reactants are: O.C1(C)C=CC(S(O)(=O)=O)=CC=1.[CH3:13][CH:14]1[CH2:23][C:22]2[NH:21][N:20]=[C:19]([C:24]3[CH:29]=[CH:28][CH:27]=[C:26]([C:30]([F:33])([F:32])[F:31])[CH:25]=3)[CH2:18][C:17]=2[C:16](=[O:34])[CH2:15]1.